Dataset: Full USPTO retrosynthesis dataset with 1.9M reactions from patents (1976-2016). Task: Predict the reactants needed to synthesize the given product. (1) Given the product [C:16]([O:15][C:13](=[O:14])[N:8]([C:7]1[CH:9]=[C:3]([O:2][CH3:1])[CH:4]=[CH:5][C:6]=1[N+:10]([O-:12])=[O:11])[C:13]([O:15][C:16]([CH3:19])([CH3:18])[CH3:17])=[O:14])([CH3:19])([CH3:18])[CH3:17], predict the reactants needed to synthesize it. The reactants are: [CH3:1][O:2][C:3]1[CH:4]=[CH:5][C:6]([N+:10]([O-:12])=[O:11])=[C:7]([CH:9]=1)[NH2:8].[C:13](O[C:13]([O:15][C:16]([CH3:19])([CH3:18])[CH3:17])=[O:14])([O:15][C:16]([CH3:19])([CH3:18])[CH3:17])=[O:14]. (2) Given the product [CH3:1][O:2][C:3](=[O:15])[C:4]1[CH:9]=[C:8]([C:23]2[N:19]([CH:16]([CH3:18])[CH3:17])[N:20]=[CH:21][CH:22]=2)[C:7]([CH:11]([F:13])[F:12])=[CH:6][C:5]=1[NH2:14], predict the reactants needed to synthesize it. The reactants are: [CH3:1][O:2][C:3](=[O:15])[C:4]1[CH:9]=[C:8](I)[C:7]([CH:11]([F:13])[F:12])=[CH:6][C:5]=1[NH2:14].[CH:16]([N:19]1[C:23]([Sn](CCCC)(CCCC)CCCC)=[CH:22][CH:21]=[N:20]1)([CH3:18])[CH3:17].